Dataset: Peptide-MHC class II binding affinity with 134,281 pairs from IEDB. Task: Regression. Given a peptide amino acid sequence and an MHC pseudo amino acid sequence, predict their binding affinity value. This is MHC class II binding data. (1) The peptide sequence is AWDFSSAGGFFTSVG. The MHC is DRB5_0101 with pseudo-sequence DRB5_0101. The binding affinity (normalized) is 0.597. (2) The peptide sequence is IATDHAPHTAEEKAQG. The MHC is H-2-IAk with pseudo-sequence H-2-IAk. The binding affinity (normalized) is 0. (3) The MHC is HLA-DQA10501-DQB10201 with pseudo-sequence HLA-DQA10501-DQB10201. The binding affinity (normalized) is 0.220. The peptide sequence is EDLVRAYHSMSSTHE. (4) The binding affinity (normalized) is 0.0598. The peptide sequence is LRAEQASQEVKNWMTETL. The MHC is HLA-DPA10301-DPB10402 with pseudo-sequence HLA-DPA10301-DPB10402. (5) The binding affinity (normalized) is 0.210. The MHC is DRB1_1101 with pseudo-sequence DRB1_1101. The peptide sequence is GLSGEPKGGAESSSK. (6) The peptide sequence is ATAAAIQLKCSDSMP. The MHC is HLA-DPA10201-DPB10501 with pseudo-sequence HLA-DPA10201-DPB10501. The binding affinity (normalized) is 0.0971. (7) The peptide sequence is GPGEGAVQWMNRLIAFASRG. The MHC is DRB1_0401 with pseudo-sequence DRB1_0401. The binding affinity (normalized) is 0.207.